This data is from Reaction yield outcomes from USPTO patents with 853,638 reactions. The task is: Predict the reaction yield, written as a fraction of the theoretical maximum amount of product (1.0 means a 100% yield; for example, 0.34 means a 34% yield). (1) The product is [F:18][C:9]1[CH:8]=[C:7]([C:26](=[O:28])[CH3:27])[CH:12]=[CH:11][C:10]=1[C:13]1[N:14]=[CH:15][S:16][CH:17]=1. The reactants are FC(F)(F)S(O[C:7]1[CH:12]=[CH:11][C:10]([C:13]2[N:14]=[CH:15][S:16][CH:17]=2)=[C:9]([F:18])[CH:8]=1)(=O)=O.C([Sn](CCCC)(CCCC)[C:26]([O:28]CC)=[CH2:27])CCC.[Cl-].[Li+]. The catalyst is O1CCOCC1.C(OCC)(=O)C.C1C=CC([P]([Pd]([P](C2C=CC=CC=2)(C2C=CC=CC=2)C2C=CC=CC=2)([P](C2C=CC=CC=2)(C2C=CC=CC=2)C2C=CC=CC=2)[P](C2C=CC=CC=2)(C2C=CC=CC=2)C2C=CC=CC=2)(C2C=CC=CC=2)C2C=CC=CC=2)=CC=1. The yield is 0.680. (2) The reactants are [C:1]([O:5][C:6]([N:8]([CH3:52])[C:9]1[CH:10]=[C:11]([F:51])[CH:12]=[C:13]2[C:17]=1[NH:16][C:15]1[N:18]=[C:19]([O:35][C:36]3[CH:37]=[C:38]([CH:46]=[C:47]([C:49]#[N:50])[CH:48]=3)[O:39][CH2:40][C:41]([O:43]CC)=[O:42])[N:20]=[C:21]([N:22]3[CH2:25][CH:24]([CH2:26][NH:27][C:28]([O:30][C:31]([CH3:34])([CH3:33])[CH3:32])=[O:29])[CH2:23]3)[C:14]2=1)=[O:7])([CH3:4])([CH3:3])[CH3:2].CO.O.[OH-].[Li+]. The catalyst is CN1C(=O)CCC1. The product is [C:1]([O:5][C:6]([N:8]([CH3:52])[C:9]1[CH:10]=[C:11]([F:51])[CH:12]=[C:13]2[C:17]=1[NH:16][C:15]1[N:18]=[C:19]([O:35][C:36]3[CH:37]=[C:38]([CH:46]=[C:47]([C:49]#[N:50])[CH:48]=3)[O:39][CH2:40][C:41]([OH:43])=[O:42])[N:20]=[C:21]([N:22]3[CH2:25][CH:24]([CH2:26][NH:27][C:28]([O:30][C:31]([CH3:32])([CH3:34])[CH3:33])=[O:29])[CH2:23]3)[C:14]2=1)=[O:7])([CH3:2])([CH3:3])[CH3:4]. The yield is 0.800. (3) The reactants are [CH3:1][C:2]1[CH:7]=[CH:6][N:5]=[C:4]([NH2:8])[CH:3]=1.[Li+].C[Si]([N-][Si](C)(C)C)(C)C.[CH3:19][C:20]1([CH3:36])[C:24]([CH3:26])([CH3:25])[O:23][B:22]([C:27]2[CH:35]=[CH:34][C:30]([C:31](Cl)=[O:32])=[CH:29][CH:28]=2)[O:21]1. The catalyst is C1COCC1.ClCCl. The product is [CH3:1][C:2]1[CH:7]=[CH:6][N:5]=[C:4]([NH:8][C:31](=[O:32])[C:30]2[CH:29]=[CH:28][C:27]([B:22]3[O:23][C:24]([CH3:25])([CH3:26])[C:20]([CH3:36])([CH3:19])[O:21]3)=[CH:35][CH:34]=2)[CH:3]=1. The yield is 0.407.